Task: Predict which catalyst facilitates the given reaction.. Dataset: Catalyst prediction with 721,799 reactions and 888 catalyst types from USPTO (1) Reactant: [OH:1][N:2]=[C:3]([C:9]([O:11]CC)=[O:10])[C:4]([O:6]CC)=[O:5].[OH-].[K+].[N+]([O-])(O)=O.[N+]([O-])([O-])=O.[Ag+:24]. Product: [OH:1][N:2]=[C:3]([C:9]([O-:11])=[O:10])[C:4]([O-:6])=[O:5].[Ag+2:24]. The catalyst class is: 6. (2) The catalyst class is: 50. Product: [NH2:10][CH:5]([CH2:4][CH2:3][CH:2]([CH3:1])[CH2:21][C:22]([CH3:25])([CH3:24])[CH3:23])[C:6]([O:8][CH3:9])=[O:7]. Reactant: [CH3:1][CH:2]([CH2:21][C:22]([CH3:25])([CH3:24])[CH3:23])[CH2:3]/[CH:4]=[C:5](/[NH:10]C(OCC1C=CC=CC=1)=O)\[C:6]([O:8][CH3:9])=[O:7]. (3) Reactant: [CH3:1][O:2][C:3](=[O:20])[CH2:4][CH:5]([N:7]1[CH2:12][CH2:11][N:10]([C:13]2[CH:18]=[CH:17][C:16]([OH:19])=[CH:15][CH:14]=2)[CH2:9][CH2:8]1)C.C([O-])([O-])=O.[K+].[K+].Br[CH2:28][C:29]#[CH:30]. Product: [CH3:1][O:2][C:3](=[O:20])[CH2:4][CH2:5][N:7]1[CH2:8][CH2:9][N:10]([C:13]2[CH:14]=[CH:15][C:16]([O:19][CH2:30][C:29]#[CH:28])=[CH:17][CH:18]=2)[CH2:11][CH2:12]1. The catalyst class is: 3. (4) Reactant: [NH2:1][CH2:2][C:3]1[N:12]([C:13]2[CH:18]=[CH:17][CH:16]=[C:15]([O:19][CH2:20][C:21]([F:24])([F:23])[F:22])[CH:14]=2)[C:11](=[O:25])[C:10]2[C:5](=[CH:6][CH:7]=[CH:8][C:9]=2[F:26])[N:4]=1.Cl[C:28]1[C:29]2[CH:36]=[CH:35][NH:34][C:30]=2[N:31]=[CH:32][N:33]=1.C(N(C(C)C)CC)(C)C. Product: [N:31]1[C:30]2[NH:34][CH:35]=[CH:36][C:29]=2[C:28]([NH:1][CH2:2][C:3]2[N:12]([C:13]3[CH:18]=[CH:17][CH:16]=[C:15]([O:19][CH2:20][C:21]([F:22])([F:23])[F:24])[CH:14]=3)[C:11](=[O:25])[C:10]3[C:5](=[CH:6][CH:7]=[CH:8][C:9]=3[F:26])[N:4]=2)=[N:33][CH:32]=1. The catalyst class is: 218. (5) Product: [I:1][C:2]1[CH:8]=[CH:7][CH:6]=[CH:5][C:3]=1[N:4]=[N:9][C:11]1[CH:16]=[CH:15][CH:14]=[CH:13][CH:12]=1. Reactant: [I:1][C:2]1[CH:8]=[CH:7][CH:6]=[CH:5][C:3]=1[NH2:4].[N:9]([C:11]1[CH:16]=[CH:15][CH:14]=[CH:13][CH:12]=1)=O.O.C([O-])(O)=O.[Na+]. The catalyst class is: 15.